Dataset: Catalyst prediction with 721,799 reactions and 888 catalyst types from USPTO. Task: Predict which catalyst facilitates the given reaction. Reactant: [CH2:1]([O:8][C:9]1[C:14]([F:15])=[CH:13][C:12]([CH2:16][CH:17]([CH3:21])[C:18]([OH:20])=[O:19])=[CH:11][C:10]=1[F:22])[C:2]1[CH:7]=[CH:6][CH:5]=[CH:4][CH:3]=1.C(N(CC)CC)C.C(Cl)(=O)C(C)(C)C.[CH2:37]([C@@H:44]1[CH2:48][O:47][C:46](=[O:49])[NH:45]1)[C:38]1[CH:43]=[CH:42][CH:41]=[CH:40][CH:39]=1.C([Li])CCC. Product: [CH2:37]([C@@H:44]1[CH2:48][O:47][C:46](=[O:49])[N:45]1[C:18](=[O:20])[C@@H:17]([CH3:21])[CH2:16][C:12]1[CH:11]=[C:10]([F:22])[C:9]([O:8][CH2:1][C:2]2[CH:3]=[CH:4][CH:5]=[CH:6][CH:7]=2)=[C:14]([F:15])[CH:13]=1)[C:38]1[CH:39]=[CH:40][CH:41]=[CH:42][CH:43]=1.[CH2:37]([C@@H:44]1[CH2:48][O:47][C:46](=[O:49])[N:45]1[C:18](=[O:19])[C@H:17]([CH3:21])[CH2:16][C:12]1[CH:13]=[C:14]([F:15])[C:9]([O:8][CH2:1][C:2]2[CH:7]=[CH:6][CH:5]=[CH:4][CH:3]=2)=[C:10]([F:22])[CH:11]=1)[C:38]1[CH:39]=[CH:40][CH:41]=[CH:42][CH:43]=1. The catalyst class is: 7.